From a dataset of Peptide-MHC class I binding affinity with 185,985 pairs from IEDB/IMGT. Regression. Given a peptide amino acid sequence and an MHC pseudo amino acid sequence, predict their binding affinity value. This is MHC class I binding data. (1) The peptide sequence is LARQHIAAL. The MHC is HLA-B46:01 with pseudo-sequence HLA-B46:01. The binding affinity (normalized) is 0.358. (2) The MHC is HLA-B35:01 with pseudo-sequence HLA-B35:01. The peptide sequence is RYICPVQQI. The binding affinity (normalized) is 0.0847. (3) The peptide sequence is NTLSERISSK. The MHC is HLA-A68:01 with pseudo-sequence HLA-A68:01. The binding affinity (normalized) is 0.792. (4) The peptide sequence is IPLGGNGAM. The MHC is HLA-B07:02 with pseudo-sequence HLA-B07:02. The binding affinity (normalized) is 0.939. (5) The peptide sequence is NAKIAARIL. The MHC is HLA-A02:06 with pseudo-sequence HLA-A02:06. The binding affinity (normalized) is 0.0366.